From a dataset of Forward reaction prediction with 1.9M reactions from USPTO patents (1976-2016). Predict the product of the given reaction. (1) Given the reactants Cl.Cl.Cl.[O:4]1[C:12]2[CH:11]=[CH:10][N:9]=[C:8]([N:13]3[CH2:18][CH2:17][N:16]([CH2:19][CH2:20][C@H:21]4[CH2:26][CH2:25][C@H:24]([NH2:27])[CH2:23][CH2:22]4)[CH2:15][CH2:14]3)[C:7]=2[CH:6]=[CH:5]1.C[O:29][C:30](=O)[CH2:31][C@H:32]1[CH2:37][CH2:36][C@H:35]([OH:38])[CH2:34][CH2:33]1, predict the reaction product. The product is: [O:4]1[C:12]2[CH:11]=[CH:10][N:9]=[C:8]([N:13]3[CH2:18][CH2:17][N:16]([CH2:19][CH2:20][C@H:21]4[CH2:26][CH2:25][C@H:24]([NH:27][C:30](=[O:29])[CH2:31][C@H:32]5[CH2:37][CH2:36][C@H:35]([OH:38])[CH2:34][CH2:33]5)[CH2:23][CH2:22]4)[CH2:15][CH2:14]3)[C:7]=2[CH:6]=[CH:5]1. (2) Given the reactants [OH:1][N:2]=[C:3]([C:6]1[S:7][CH:8]=[CH:9][CH:10]=1)[C:4]#[N:5].C(N(CC)CC)C.[CH3:18][S:19](Cl)(=[O:21])=[O:20], predict the reaction product. The product is: [CH3:18][S:19]([O:1][N:2]=[C:3]([C:6]1[S:7][CH:8]=[CH:9][CH:10]=1)[C:4]#[N:5])(=[O:21])=[O:20].